Predict the reaction yield, written as a fraction of the theoretical maximum amount of product (1.0 means a 100% yield; for example, 0.34 means a 34% yield). From a dataset of Reaction yield outcomes from USPTO patents with 853,638 reactions. (1) The reactants are [C:1]([O-])(C)(C)C.[K+].C(OCC)(=O)CC(OCC)=O.Cl[C:19]1[C:20]([C:29]([F:32])([F:31])[F:30])=[CH:21][C:22]([N+:26]([O-:28])=[O:27])=[C:23]([NH2:25])[CH:24]=1.[OH-].[K+].Cl. The catalyst is CS(C)=O.O. The product is [CH3:1][C:19]1[C:20]([C:29]([F:32])([F:31])[F:30])=[CH:21][C:22]([N+:26]([O-:28])=[O:27])=[C:23]([NH2:25])[CH:24]=1. The yield is 0.910. (2) The reactants are Br[C:2]1[CH:7]=[CH:6][C:5]([NH:8][C:9](=[O:15])[CH:10]([CH2:13][CH3:14])[CH2:11][CH3:12])=[C:4]([F:16])[CH:3]=1.[CH2:17]([NH:19][C:20](=[O:34])[CH:21]([C:28]1[CH:33]=[CH:32][CH:31]=[CH:30][CH:29]=1)[N:22]1[CH2:27][CH2:26][NH:25][CH2:24][CH2:23]1)[CH3:18].C1(P(C2CCCCC2)C2C=CC=CC=2C2C=CC=CC=2)CCCCC1.CC(C)([O-])C.[Na+]. The catalyst is C1(C)C=CC=CC=1.C1C=CC(/C=C/C(/C=C/C2C=CC=CC=2)=O)=CC=1.C1C=CC(/C=C/C(/C=C/C2C=CC=CC=2)=O)=CC=1.C1C=CC(/C=C/C(/C=C/C2C=CC=CC=2)=O)=CC=1.[Pd].[Pd]. The product is [CH2:11]([CH:10]([CH2:13][CH3:14])[C:9]([NH:8][C:5]1[CH:6]=[CH:7][C:2]([N:25]2[CH2:24][CH2:23][N:22]([CH:21]([C:20](=[O:34])[NH:19][CH2:17][CH3:18])[C:28]3[CH:33]=[CH:32][CH:31]=[CH:30][CH:29]=3)[CH2:27][CH2:26]2)=[CH:3][C:4]=1[F:16])=[O:15])[CH3:12]. The yield is 0.130. (3) The reactants are [OH:1][CH2:2][C:3]1([CH3:16])[CH2:8][CH2:7][N:6]([C:9]([O:11][C:12]([CH3:15])([CH3:14])[CH3:13])=[O:10])[CH2:5][CH2:4]1.[H-].[Na+].Br[CH2:20][CH:21]=[CH2:22]. The catalyst is CC(N(C)C)=O. The product is [CH2:22]([O:1][CH2:2][C:3]1([CH3:16])[CH2:8][CH2:7][N:6]([C:9]([O:11][C:12]([CH3:15])([CH3:14])[CH3:13])=[O:10])[CH2:5][CH2:4]1)[CH:21]=[CH2:20]. The yield is 0.750. (4) The reactants are [C:1]([O:5][CH:6]([C:12]1[C:16]([C:17]2[CH:18]=[CH:19][C:20]3[O:25][CH2:24][CH2:23][CH2:22][C:21]=3[CH:26]=2)=[C:15](Cl)[S:14][C:13]=1[CH3:28])[C:7]([O:9][CH2:10][CH3:11])=[O:8])([CH3:4])([CH3:3])[CH3:2].[NH2:29][CH2:30][C:31]1[CH:36]=[CH:35][C:34](B(O)O)=[CH:33][CH:32]=1.[C:40](=[O:43])([O-])[O-].[K+].[K+].[C:46]1(C)C=CC=CC=1. The catalyst is CO.C(C1C=CC=C(C(C)C)C=1N1C=CN(C2C(C(C)C)=CC=CC=2C(C)C)C1=[Pd-3](Cl)(Cl)C1C(Cl)=CC=CN=1)(C)C. The product is [C:1]([O:5][CH:6]([C:12]1[C:16]([C:17]2[CH:18]=[CH:19][C:20]3[O:25][CH2:24][CH2:23][CH2:22][C:21]=3[CH:26]=2)=[C:15]([C:34]2[CH:35]=[CH:36][C:31]([CH2:30][NH:29][C:40](=[O:43])[CH3:46])=[CH:32][CH:33]=2)[S:14][C:13]=1[CH3:28])[C:7]([O:9][CH2:10][CH3:11])=[O:8])([CH3:4])([CH3:3])[CH3:2]. The yield is 0.740. (5) The reactants are [Br:1]NC(=O)CCC(N)=O.[F:10][CH:11]([F:20])[O:12][C:13]1[C:14]([NH2:19])=[N:15][CH:16]=[CH:17][CH:18]=1. The catalyst is C(#N)C. The product is [Br:1][C:17]1[CH:18]=[C:13]([O:12][CH:11]([F:10])[F:20])[C:14]([NH2:19])=[N:15][CH:16]=1. The yield is 0.800. (6) The reactants are Cl[C:2]1[N:7]=[C:6]([NH2:8])[C:5]([CH3:9])=[CH:4][N:3]=1.[N:10]1([CH2:15][CH2:16][O:17][C:18]2[CH:23]=[CH:22][C:21]([NH2:24])=[CH:20][CH:19]=2)[CH2:14][CH2:13][CH2:12][CH2:11]1. The catalyst is C(O)(=O)C. The product is [CH3:9][C:5]1[C:6]([NH2:8])=[N:7][C:2]([NH:24][C:21]2[CH:22]=[CH:23][C:18]([O:17][CH2:16][CH2:15][N:10]3[CH2:14][CH2:13][CH2:12][CH2:11]3)=[CH:19][CH:20]=2)=[N:3][CH:4]=1. The yield is 0.730. (7) The reactants are [CH3:1][C:2]1[CH:11]=[CH:10][C:9]2[C:4](=[CH:5][CH:6]=[CH:7][C:8]=2[N:12]2[CH2:17][CH2:16][N:15]([CH2:18][CH2:19][C:20]3[CH:21]=[C:22]([CH:24]=[CH:25][CH:26]=3)[NH2:23])[CH2:14][CH2:13]2)[N:3]=1.Cl[C:28]([O:30][CH3:31])=[O:29]. No catalyst specified. The product is [CH3:1][C:2]1[CH:11]=[CH:10][C:9]2[C:4](=[CH:5][CH:6]=[CH:7][C:8]=2[N:12]2[CH2:13][CH2:14][N:15]([CH2:18][CH2:19][C:20]3[CH:21]=[C:22]([NH:23][C:28](=[O:29])[O:30][CH3:31])[CH:24]=[CH:25][CH:26]=3)[CH2:16][CH2:17]2)[N:3]=1. The yield is 0.410. (8) The reactants are Br[C:2]1[CH:11]=[CH:10][C:9]2[C:4](=[CH:5][CH:6]=[C:7]([O:12][C@H:13]3[CH2:18][CH2:17][C@H:16]([C:19]([CH3:22])([CH3:21])[CH3:20])[CH2:15][CH2:14]3)[CH:8]=2)[CH:3]=1.[Li]CCCC.CN([CH:31]=[O:32])C.Cl. The catalyst is C1COCC1. The product is [C:19]([C@H:16]1[CH2:17][CH2:18][C@H:13]([O:12][C:7]2[CH:8]=[C:9]3[C:4](=[CH:5][CH:6]=2)[CH:3]=[C:2]([CH:31]=[O:32])[CH:11]=[CH:10]3)[CH2:14][CH2:15]1)([CH3:22])([CH3:21])[CH3:20]. The yield is 0.600. (9) The reactants are Cl.[CH3:2][NH:3][O:4][CH3:5].CCN(C(C)C)C(C)C.C[Al](C)C.[F:19][C:20]1[CH:25]=[C:24]([I:26])[CH:23]=[CH:22][C:21]=1[N:27]1[CH:32]=[C:31]([O:33][CH3:34])[C:30](=[O:35])[C:29]([C:36]([O:38]C)=O)=[N:28]1. The catalyst is C(Cl)Cl. The product is [F:19][C:20]1[CH:25]=[C:24]([I:26])[CH:23]=[CH:22][C:21]=1[N:27]1[CH:32]=[C:31]([O:33][CH3:34])[C:30](=[O:35])[C:29]([C:36]([N:3]([O:4][CH3:5])[CH3:2])=[O:38])=[N:28]1. The yield is 0.770. (10) The reactants are Cl[CH2:2][CH2:3][CH2:4][O:5][C:6]1[CH:11]=[CH:10][C:9]([C:12]2[S:13][C:14]3[CH2:20][CH2:19][CH2:18][CH:17]([NH:21][C:22](=[O:31])[O:23][CH2:24][C:25]4[CH:30]=[CH:29][CH:28]=[CH:27][CH:26]=4)[C:15]=3[N:16]=2)=[CH:8][CH:7]=1.[CH3:32][CH:33]1[CH2:37][CH2:36][CH2:35][NH:34]1. The catalyst is C(#N)C. The product is [CH3:32][CH:33]1[CH2:37][CH2:36][CH2:35][N:34]1[CH2:2][CH2:3][CH2:4][O:5][C:6]1[CH:11]=[CH:10][C:9]([C:12]2[S:13][C:14]3[CH2:20][CH2:19][CH2:18][CH:17]([NH:21][C:22](=[O:31])[O:23][CH2:24][C:25]4[CH:30]=[CH:29][CH:28]=[CH:27][CH:26]=4)[C:15]=3[N:16]=2)=[CH:8][CH:7]=1. The yield is 0.440.